Dataset: Reaction yield outcomes from USPTO patents with 853,638 reactions. Task: Predict the reaction yield, written as a fraction of the theoretical maximum amount of product (1.0 means a 100% yield; for example, 0.34 means a 34% yield). The reactants are [Br:1][C:2]1[CH:3]=[C:4]2[C:9](=[CH:10][CH:11]=1)[O:8][C:7](=O)[CH2:6][C:5]2([CH3:14])[CH3:13].[C:15]1(C)C=CC=CC=1.[OH-].[Na+]. The catalyst is O1CCCC1.[CH3-].C[Al+]C.[CH-]1C=CC=C1.[CH-]1C=CC=C1.[Cl-].[Ti+3]. The product is [Br:1][C:2]1[CH:3]=[C:4]2[C:9](=[CH:10][CH:11]=1)[O:8][C:7](=[CH2:15])[CH2:6][C:5]2([CH3:14])[CH3:13]. The yield is 0.740.